From a dataset of Full USPTO retrosynthesis dataset with 1.9M reactions from patents (1976-2016). Predict the reactants needed to synthesize the given product. Given the product [CH:26]([N:27]1[CH2:32][CH2:31][N:30]([CH2:18][CH2:17][CH2:16][CH2:15][CH:13]2[O:12][N:11]=[C:10]([C:6]3[CH:7]=[CH:8][CH:9]=[C:4]([N+:1]([O-:3])=[O:2])[CH:5]=3)[CH2:14]2)[CH2:29][CH2:28]1)([C:33]1[CH:38]=[CH:37][CH:36]=[CH:35][CH:34]=1)[C:20]1[CH:25]=[CH:24][CH:23]=[CH:22][CH:21]=1, predict the reactants needed to synthesize it. The reactants are: [N+:1]([C:4]1[CH:5]=[C:6]([C:10]2[CH2:14][CH:13]([CH2:15][CH2:16][CH2:17][CH:18]=O)[O:12][N:11]=2)[CH:7]=[CH:8][CH:9]=1)([O-:3])=[O:2].[C:20]1([CH:26]([C:33]2[CH:38]=[CH:37][CH:36]=[CH:35][CH:34]=2)[N:27]2[CH2:32][CH2:31][NH:30][CH2:29][CH2:28]2)[CH:25]=[CH:24][CH:23]=[CH:22][CH:21]=1.[BH-](OC(C)=O)(OC(C)=O)OC(C)=O.[Na+].